Dataset: Catalyst prediction with 721,799 reactions and 888 catalyst types from USPTO. Task: Predict which catalyst facilitates the given reaction. (1) Reactant: [H-].[Na+].C([O:5][C:6](=[O:16])[CH2:7]P(OCC)(OCC)=O)C.[O:17]=[C:18]1[N:29]([C@@H:30]2[CH2:35][CH2:34][CH2:33][C@H:32]([CH:36]=O)[CH2:31]2)[C:21]2=[C:22]3[CH:28]=[CH:27][NH:26][C:23]3=[N:24][CH:25]=[C:20]2[NH:19]1.O. Product: [O:17]=[C:18]1[N:29]([C@@H:30]2[CH2:35][CH2:34][CH2:33][C@H:32](/[CH:36]=[CH:7]/[C:6]([OH:5])=[O:16])[CH2:31]2)[C:21]2=[C:22]3[CH:28]=[CH:27][NH:26][C:23]3=[N:24][CH:25]=[C:20]2[NH:19]1. The catalyst class is: 7. (2) Reactant: N1C=CC=CC=1.[CH3:7][O:8][C:9]1[CH:10]=[C:11]([CH:13]=[CH:14][CH:15]=1)[NH2:12].[CH3:16][O:17][C:18]1[CH:19]=[C:20](B(O)O)[CH:21]=[CH:22][CH:23]=1. Product: [CH3:7][O:8][C:9]1[CH:10]=[C:11]([NH:12][C:22]2[CH:21]=[CH:20][CH:19]=[C:18]([O:17][CH3:16])[CH:23]=2)[CH:13]=[CH:14][CH:15]=1. The catalyst class is: 2.